From a dataset of Forward reaction prediction with 1.9M reactions from USPTO patents (1976-2016). Predict the product of the given reaction. (1) Given the reactants [F:1][C:2]1[CH:11]=[C:10]([NH:12][S:13]([C:16]2[CH:21]=[CH:20][C:19](I)=[CH:18][CH:17]=2)(=[O:15])=[O:14])[C:9]([F:23])=[CH:8][C:3]=1[C:4]([O:6][CH3:7])=[O:5].[O:24]1[CH2:29][CH:28]=[C:27](B2OC(C)(C)C(C)(C)O2)[CH2:26][CH2:25]1.C([O-])(=O)C.[K+], predict the reaction product. The product is: [O:24]1[CH2:25][CH:26]=[C:27]([C:19]2[CH:20]=[CH:21][C:16]([S:13]([NH:12][C:10]3[C:9]([F:23])=[CH:8][C:3]([C:4]([O:6][CH3:7])=[O:5])=[C:2]([F:1])[CH:11]=3)(=[O:15])=[O:14])=[CH:17][CH:18]=2)[CH2:28][CH2:29]1. (2) Given the reactants [Cl:1][C:2]1[C:7]([C:8]2[CH:13]=[CH:12][CH:11]=[CH:10][CH:9]=2)=[N:6][N:5]=[C:4]2[N:14]([CH2:23][CH2:24]I)[N:15]=[C:16]([C:17]3[CH:22]=[CH:21][CH:20]=[CH:19][CH:18]=3)[C:3]=12.Cl.[F:27][C@H:28]1[CH2:32][CH2:31][NH:30][CH2:29]1.CCN(C(C)C)C(C)C, predict the reaction product. The product is: [Cl:1][C:2]1[C:7]([C:8]2[CH:13]=[CH:12][CH:11]=[CH:10][CH:9]=2)=[N:6][N:5]=[C:4]2[N:14]([CH2:23][CH2:24][N:30]3[CH2:31][CH2:32][C@H:28]([F:27])[CH2:29]3)[N:15]=[C:16]([C:17]3[CH:22]=[CH:21][CH:20]=[CH:19][CH:18]=3)[C:3]=12. (3) Given the reactants [OH:1][C:2]([C:4]([F:7])([F:6])[F:5])=[O:3].C([N:15]1[CH2:24][CH2:23][C:22]2[C:17](=[N:18][C:19]([NH:41][CH:42]([CH3:44])[CH3:43])=[C:20]([N:25]3[CH2:30][CH2:29][CH:28]([O:31][C:32]4[CH:37]=[CH:36][C:35]([O:38][CH3:39])=[CH:34][C:33]=4[F:40])[CH2:27][CH2:26]3)[N:21]=2)[CH2:16]1)C1C=CC=CC=1, predict the reaction product. The product is: [F:40][C:33]1[CH:34]=[C:35]([O:38][CH3:39])[CH:36]=[CH:37][C:32]=1[O:31][CH:28]1[CH2:27][CH2:26][N:25]([C:20]2[N:21]=[C:22]3[CH2:23][CH2:24][NH:15][CH2:16][C:17]3=[N:18][C:19]=2[NH:41][CH:42]([CH3:44])[CH3:43])[CH2:30][CH2:29]1.[C:2]([OH:3])([C:4]([F:7])([F:6])[F:5])=[O:1]. (4) Given the reactants [OH:1][C:2]1[C:3]2[CH:27]=[CH:26][S:25][C:4]=2[N:5]([CH:22]([CH3:24])[CH3:23])[C:6](=[O:21])[C:7]=1[C:8]([NH:10][CH2:11][CH2:12][CH2:13][N:14]1[CH2:19][CH2:18][CH:17](C)[CH2:16][CH2:15]1)=[O:9].[CH2:28]([Li])CCC.CI, predict the reaction product. The product is: [CH:22]([N:5]1[C:6](=[O:21])[C:7]([C:8]([NH:10][CH2:11][CH2:12][CH2:13][N:14]2[CH2:15][CH2:16][CH2:17][CH2:18][CH2:19]2)=[O:9])=[C:2]([O:1][CH3:28])[C:3]2[CH:27]=[CH:26][S:25][C:4]1=2)([CH3:24])[CH3:23].